This data is from Full USPTO retrosynthesis dataset with 1.9M reactions from patents (1976-2016). The task is: Predict the reactants needed to synthesize the given product. (1) Given the product [Cl:9][C:10]1[CH:15]=[CH:14][CH:13]=[CH:12][C:11]=1[C:16]1[O:20][C:19]([CH:21]=[N:1][C:2]2[CH:7]=[CH:6][CH:5]=[CH:4][C:3]=2[OH:8])=[CH:18][CH:17]=1, predict the reactants needed to synthesize it. The reactants are: [NH2:1][C:2]1[CH:7]=[CH:6][CH:5]=[CH:4][C:3]=1[OH:8].[Cl:9][C:10]1[CH:15]=[CH:14][CH:13]=[CH:12][C:11]=1[C:16]1[O:20][C:19]([CH:21]=O)=[CH:18][CH:17]=1. (2) Given the product [C:23]([C:25]1[CH:26]=[C:27]([C:31]2[O:32][C:33]3[CH2:38][CH2:37][N:36]([C:39]([O:41][CH2:42][C:43]4[CH:48]=[CH:47][CH:46]=[CH:45][CH:44]=4)=[O:40])[CH2:35][C:34]=3[N:49]=2)[CH:28]=[CH:29][CH:30]=1)#[N:24].[N:1]1[CH:6]=[CH:5][CH:4]=[CH:3][C:2]=1[N:7]1[CH2:12][CH2:11][C:10]2[O:13][C:14]([C:16]3[CH:17]=[C:18]([CH:19]=[CH:20][CH:21]=3)[C:22]#[N:51])=[N:15][C:9]=2[CH2:8]1, predict the reactants needed to synthesize it. The reactants are: [N:1]1[CH:6]=[CH:5][CH:4]=[CH:3][C:2]=1[N:7]1[CH2:12][CH2:11][C:10]2[O:13][C:14]([C:16]3[CH:17]=[C:18]([CH3:22])[CH:19]=[CH:20][CH:21]=3)=[N:15][C:9]=2[CH2:8]1.[C:23]([C:25]1[CH:26]=[C:27]([C:31]2[O:32][C:33]3[CH2:38][CH2:37][N:36]([C:39]([O:41][CH2:42][C:43]4[CH:48]=[CH:47][CH:46]=[CH:45][CH:44]=4)=[O:40])[CH2:35][C:34]=3[N:49]=2)[CH:28]=[CH:29][CH:30]=1)#[N:24].C(C1C=C(C=CC=1)C(O)=O)#[N:51]. (3) The reactants are: O[C:2]1([C:16]2[CH:21]=[CH:20][C:19]([CH:22]([CH3:24])[CH3:23])=[CH:18][C:17]=2[O:25][CH3:26])[C:10](=[O:11])[C:9]2[C:4](=[CH:5][CH:6]=[CH:7][C:8]=2[N+:12]([O-:14])=[O:13])[C:3]1=[O:15].S(Cl)([Cl:29])=O. Given the product [Cl:29][C:2]1([C:16]2[CH:21]=[CH:20][C:19]([CH:22]([CH3:24])[CH3:23])=[CH:18][C:17]=2[O:25][CH3:26])[C:10](=[O:11])[C:9]2[C:4](=[CH:5][CH:6]=[CH:7][C:8]=2[N+:12]([O-:14])=[O:13])[C:3]1=[O:15], predict the reactants needed to synthesize it. (4) Given the product [CH3:15][CH:10]1[C:11](=[O:14])[CH2:12][CH2:13][N:8]([C:24]([O:23][CH2:22][C:19]2[CH:20]=[CH:21][CH:16]=[CH:17][CH:18]=2)=[O:25])[CH2:9]1, predict the reactants needed to synthesize it. The reactants are: C([N:8]1[CH2:13][CH2:12][C:11](=[O:14])[CH:10]([CH3:15])[CH2:9]1)C1C=CC=CC=1.[CH:16]1[CH:21]=[CH:20][C:19]([CH2:22][O:23][C:24](Cl)=[O:25])=[CH:18][CH:17]=1.O. (5) Given the product [Cl:1][C:2]1[CH:10]=[C:6]([C:7]([NH:21][C@H:22]([C:24]2[CH:33]=[CH:32][C:27]([C:28]([O:30][CH3:31])=[O:29])=[CH:26][CH:25]=2)[CH3:23])=[O:9])[C:5]([CH2:11][C:12]2[CH:17]=[CH:16][CH:15]=[C:14]([O:18][CH3:19])[CH:13]=2)=[N:4][CH:3]=1, predict the reactants needed to synthesize it. The reactants are: [Cl:1][C:2]1[CH:3]=[N:4][C:5]([CH2:11][C:12]2[CH:17]=[CH:16][CH:15]=[C:14]([O:18][CH3:19])[CH:13]=2)=[C:6]([CH:10]=1)[C:7]([OH:9])=O.Cl.[NH2:21][C@H:22]([C:24]1[CH:33]=[CH:32][C:27]([C:28]([O:30][CH3:31])=[O:29])=[CH:26][CH:25]=1)[CH3:23]. (6) The reactants are: Br[CH2:2][C:3]1[C:12]2[C:7](=[C:8]([F:14])[C:9]([F:13])=[CH:10][CH:11]=2)[NH:6][C:5](=[O:15])[CH:4]=1.[Cl:16][C:17]1[CH:18]=[C:19]([NH:23][S:24]([C:27]2[N:28]=[C:29]([CH3:33])[N:30]([CH3:32])[CH:31]=2)(=[O:26])=[O:25])[CH:20]=[CH:21][CH:22]=1. Given the product [Cl:16][C:17]1[CH:18]=[C:19]([N:23]([CH2:2][C:3]2[C:12]3[C:7](=[C:8]([F:14])[C:9]([F:13])=[CH:10][CH:11]=3)[NH:6][C:5](=[O:15])[CH:4]=2)[S:24]([C:27]2[N:28]=[C:29]([CH3:33])[N:30]([CH3:32])[CH:31]=2)(=[O:26])=[O:25])[CH:20]=[CH:21][CH:22]=1, predict the reactants needed to synthesize it. (7) The reactants are: [C:1]1([N:7]2[CH2:12][CH2:11][N:10]([CH2:13][CH2:14][NH2:15])[CH2:9][CH2:8]2)[CH:6]=[CH:5][CH:4]=[CH:3][CH:2]=1.[C:16]([N:20]1[C:24]([C:25]2[CH:30]=[CH:29][C:28]([CH3:31])=[CH:27][CH:26]=2)=[CH:23][C:22]([CH:32]=O)=[N:21]1)([CH3:19])([CH3:18])[CH3:17]. Given the product [C:16]([N:20]1[C:24]([C:25]2[CH:26]=[CH:27][C:28]([CH3:31])=[CH:29][CH:30]=2)=[CH:23][C:22]([CH2:32][NH:15][CH2:14][CH2:13][N:10]2[CH2:9][CH2:8][N:7]([C:1]3[CH:2]=[CH:3][CH:4]=[CH:5][CH:6]=3)[CH2:12][CH2:11]2)=[N:21]1)([CH3:19])([CH3:18])[CH3:17], predict the reactants needed to synthesize it. (8) The reactants are: [F:1][CH2:2][CH2:3][NH:4][C:5]1[CH:10]=[CH:9][N:8]=[C:7]([NH2:11])[CH:6]=1.Br[CH2:13][C:14]([C:16]1[CH:21]=[CH:20][C:19]([O:22][CH3:23])=[C:18]([O:24][CH3:25])[CH:17]=1)=O. Given the product [CH3:25][O:24][C:18]1[CH:17]=[C:16]([C:14]2[N:11]=[C:7]3[CH:6]=[C:5]([NH:4][CH2:3][CH2:2][F:1])[CH:10]=[CH:9][N:8]3[CH:13]=2)[CH:21]=[CH:20][C:19]=1[O:22][CH3:23], predict the reactants needed to synthesize it. (9) The reactants are: [CH2:1]=O.[CH3:3][Si:4]([CH2:7][NH:8][CH:9]([CH3:16])[C:10]1[CH:15]=[CH:14][CH:13]=[CH:12][CH:11]=1)([CH3:6])[CH3:5].[C:17](=[O:20])([O-])[O-].[K+].[K+]. Given the product [CH3:1][O:20][CH2:17][N:8]([CH:9]([CH3:16])[C:10]1[CH:15]=[CH:14][CH:13]=[CH:12][CH:11]=1)[CH2:7][Si:4]([CH3:3])([CH3:5])[CH3:6], predict the reactants needed to synthesize it. (10) The reactants are: [Cl:1][C:2]1[C:3]([F:23])=[C:4]([CH:17]2[CH2:21][NH:20][C:19](=[O:22])[CH2:18]2)[C:5]([O:14][CH2:15][CH3:16])=[C:6]([C:8]2([CH3:13])OCC[O:9]2)[CH:7]=1.Cl.O. Given the product [C:8]([C:6]1[C:5]([O:14][CH2:15][CH3:16])=[C:4]([CH:17]2[CH2:21][NH:20][C:19](=[O:22])[CH2:18]2)[C:3]([F:23])=[C:2]([Cl:1])[CH:7]=1)(=[O:9])[CH3:13], predict the reactants needed to synthesize it.